From a dataset of Reaction yield outcomes from USPTO patents with 853,638 reactions. Predict the reaction yield, written as a fraction of the theoretical maximum amount of product (1.0 means a 100% yield; for example, 0.34 means a 34% yield). (1) The reactants are [NH:1]1[C:9]2[C:4](=[N:5][C:6]([C:10](=[O:12])[CH3:11])=[CH:7][CH:8]=2)[CH:3]=[CH:2]1.C1C(=O)N([Cl:20])C(=O)C1. The catalyst is CN(C=O)C.CCOC(C)=O. The product is [Cl:20][C:3]1[C:4]2=[N:5][C:6]([C:10](=[O:12])[CH3:11])=[CH:7][CH:8]=[C:9]2[NH:1][CH:2]=1. The yield is 0.955. (2) The reactants are [C:1]([O:4][C@H:5]1[CH2:22][CH2:21][C@@:20]2([CH3:23])[C@@H:7]([CH2:8][CH2:9][C@:10]3([CH3:36])[C@@H:19]2[CH2:18][CH2:17][C@H:16]2[C@@:11]3([CH3:35])[CH2:12][CH2:13][C@@:14]3([CH:31]([OH:34])[CH:32]=O)[CH2:26][C:25](=[O:27])[C:24]([CH:28]([CH3:30])[CH3:29])=[C:15]32)[C:6]1([CH3:38])[CH3:37])(=[O:3])[CH3:2].Cl.[Cl:40][C:41]1[CH:42]=[N:43][C:44]([C:47]2([NH2:50])[CH2:49][CH2:48]2)=[N:45][CH:46]=1.C([BH3-])#N.[Na+]. The catalyst is CO.ClCCCl.[Cl-].[Zn+2].[Cl-]. The product is [C:1]([O:4][C@H:5]1[CH2:22][CH2:21][C@@:20]2([CH3:23])[C@@H:7]([CH2:8][CH2:9][C@:10]3([CH3:36])[C@@H:19]2[CH2:18][CH2:17][C@H:16]2[C@@:11]3([CH3:35])[CH2:12][CH2:13][C@@:14]3([CH:31]([OH:34])[CH2:32][NH:50][C:47]4([C:44]5[N:43]=[CH:42][C:41]([Cl:40])=[CH:46][N:45]=5)[CH2:48][CH2:49]4)[CH2:26][C:25](=[O:27])[C:24]([CH:28]([CH3:29])[CH3:30])=[C:15]32)[C:6]1([CH3:37])[CH3:38])(=[O:3])[CH3:2]. The yield is 0.160.